Dataset: NCI-60 drug combinations with 297,098 pairs across 59 cell lines. Task: Regression. Given two drug SMILES strings and cell line genomic features, predict the synergy score measuring deviation from expected non-interaction effect. (1) Drug 1: C1C(C(OC1N2C=C(C(=O)NC2=O)F)CO)O. Drug 2: N.N.Cl[Pt+2]Cl. Cell line: UO-31. Synergy scores: CSS=18.2, Synergy_ZIP=-7.83, Synergy_Bliss=-5.27, Synergy_Loewe=-6.09, Synergy_HSA=-6.21. (2) Drug 1: CS(=O)(=O)CCNCC1=CC=C(O1)C2=CC3=C(C=C2)N=CN=C3NC4=CC(=C(C=C4)OCC5=CC(=CC=C5)F)Cl. Drug 2: C1CN(P(=O)(OC1)NCCCl)CCCl. Cell line: MOLT-4. Synergy scores: CSS=-11.2, Synergy_ZIP=10.3, Synergy_Bliss=11.8, Synergy_Loewe=-3.82, Synergy_HSA=-3.82. (3) Drug 1: CCCS(=O)(=O)NC1=C(C(=C(C=C1)F)C(=O)C2=CNC3=C2C=C(C=N3)C4=CC=C(C=C4)Cl)F. Drug 2: B(C(CC(C)C)NC(=O)C(CC1=CC=CC=C1)NC(=O)C2=NC=CN=C2)(O)O. Cell line: SW-620. Synergy scores: CSS=-6.19, Synergy_ZIP=5.78, Synergy_Bliss=-3.02, Synergy_Loewe=-30.9, Synergy_HSA=-20.6. (4) Synergy scores: CSS=0.346, Synergy_ZIP=0.912, Synergy_Bliss=0.00556, Synergy_Loewe=-1.68, Synergy_HSA=-2.19. Cell line: T-47D. Drug 2: CCCCCOC(=O)NC1=NC(=O)N(C=C1F)C2C(C(C(O2)C)O)O. Drug 1: CC1C(C(=O)NC(C(=O)N2CCCC2C(=O)N(CC(=O)N(C(C(=O)O1)C(C)C)C)C)C(C)C)NC(=O)C3=C4C(=C(C=C3)C)OC5=C(C(=O)C(=C(C5=N4)C(=O)NC6C(OC(=O)C(N(C(=O)CN(C(=O)C7CCCN7C(=O)C(NC6=O)C(C)C)C)C)C(C)C)C)N)C. (5) Drug 1: C1=CC(=CC=C1CCCC(=O)O)N(CCCl)CCCl. Drug 2: CN1C(=O)N2C=NC(=C2N=N1)C(=O)N. Cell line: SK-MEL-28. Synergy scores: CSS=9.42, Synergy_ZIP=-4.04, Synergy_Bliss=-3.67, Synergy_Loewe=-11.2, Synergy_HSA=-6.72. (6) Drug 1: CCCS(=O)(=O)NC1=C(C(=C(C=C1)F)C(=O)C2=CNC3=C2C=C(C=N3)C4=CC=C(C=C4)Cl)F. Drug 2: CNC(=O)C1=NC=CC(=C1)OC2=CC=C(C=C2)NC(=O)NC3=CC(=C(C=C3)Cl)C(F)(F)F. Cell line: M14. Synergy scores: CSS=48.1, Synergy_ZIP=0.210, Synergy_Bliss=-1.74, Synergy_Loewe=-3.84, Synergy_HSA=1.44. (7) Drug 1: C1=CN(C=N1)CC(O)(P(=O)(O)O)P(=O)(O)O. Drug 2: CN(C(=O)NC(C=O)C(C(C(CO)O)O)O)N=O. Cell line: SF-295. Synergy scores: CSS=6.36, Synergy_ZIP=-1.92, Synergy_Bliss=-0.932, Synergy_Loewe=0.154, Synergy_HSA=0.137. (8) Drug 1: CCC1(CC2CC(C3=C(CCN(C2)C1)C4=CC=CC=C4N3)(C5=C(C=C6C(=C5)C78CCN9C7C(C=CC9)(C(C(C8N6C)(C(=O)OC)O)OC(=O)C)CC)OC)C(=O)OC)O.OS(=O)(=O)O. Drug 2: CC1=C2C(C(=O)C3(C(CC4C(C3C(C(C2(C)C)(CC1OC(=O)C(C(C5=CC=CC=C5)NC(=O)OC(C)(C)C)O)O)OC(=O)C6=CC=CC=C6)(CO4)OC(=O)C)O)C)O. Cell line: NCIH23. Synergy scores: CSS=1.61, Synergy_ZIP=-2.13, Synergy_Bliss=-2.25, Synergy_Loewe=-3.25, Synergy_HSA=-2.62. (9) Drug 1: C1CCC(CC1)NC(=O)N(CCCl)N=O. Drug 2: C(CN)CNCCSP(=O)(O)O. Cell line: CAKI-1. Synergy scores: CSS=10.3, Synergy_ZIP=-7.38, Synergy_Bliss=-9.84, Synergy_Loewe=-6.91, Synergy_HSA=-4.45.